The task is: Regression. Given two drug SMILES strings and cell line genomic features, predict the synergy score measuring deviation from expected non-interaction effect.. This data is from NCI-60 drug combinations with 297,098 pairs across 59 cell lines. (1) Drug 1: CCCCC(=O)OCC(=O)C1(CC(C2=C(C1)C(=C3C(=C2O)C(=O)C4=C(C3=O)C=CC=C4OC)O)OC5CC(C(C(O5)C)O)NC(=O)C(F)(F)F)O. Drug 2: CN(CC1=CN=C2C(=N1)C(=NC(=N2)N)N)C3=CC=C(C=C3)C(=O)NC(CCC(=O)O)C(=O)O. Cell line: UACC-257. Synergy scores: CSS=55.5, Synergy_ZIP=-3.11, Synergy_Bliss=-4.67, Synergy_Loewe=-14.4, Synergy_HSA=-2.83. (2) Drug 1: CC1CCC2CC(C(=CC=CC=CC(CC(C(=O)C(C(C(=CC(C(=O)CC(OC(=O)C3CCCCN3C(=O)C(=O)C1(O2)O)C(C)CC4CCC(C(C4)OC)OCCO)C)C)O)OC)C)C)C)OC. Drug 2: B(C(CC(C)C)NC(=O)C(CC1=CC=CC=C1)NC(=O)C2=NC=CN=C2)(O)O. Cell line: IGROV1. Synergy scores: CSS=52.3, Synergy_ZIP=-3.35, Synergy_Bliss=-1.97, Synergy_Loewe=-2.68, Synergy_HSA=-2.79. (3) Drug 1: C1CN1C2=NC(=NC(=N2)N3CC3)N4CC4. Drug 2: CC12CCC3C(C1CCC2OP(=O)(O)O)CCC4=C3C=CC(=C4)OC(=O)N(CCCl)CCCl.[Na+]. Cell line: NCI-H226. Synergy scores: CSS=19.3, Synergy_ZIP=-4.04, Synergy_Bliss=-2.80, Synergy_Loewe=-3.99, Synergy_HSA=-2.01. (4) Drug 1: C(=O)(N)NO. Drug 2: CC1CCCC2(C(O2)CC(NC(=O)CC(C(C(=O)C(C1O)C)(C)C)O)C(=CC3=CSC(=N3)C)C)C. Cell line: ACHN. Synergy scores: CSS=34.8, Synergy_ZIP=1.84, Synergy_Bliss=1.29, Synergy_Loewe=-26.6, Synergy_HSA=2.15. (5) Drug 1: CN1CCC(CC1)COC2=C(C=C3C(=C2)N=CN=C3NC4=C(C=C(C=C4)Br)F)OC. Drug 2: B(C(CC(C)C)NC(=O)C(CC1=CC=CC=C1)NC(=O)C2=NC=CN=C2)(O)O. Cell line: MCF7. Synergy scores: CSS=4.84, Synergy_ZIP=-1.77, Synergy_Bliss=2.42, Synergy_Loewe=0.994, Synergy_HSA=1.39. (6) Drug 1: C1CCC(CC1)NC(=O)N(CCCl)N=O. Drug 2: CC1=C2C(C(=O)C3(C(CC4C(C3C(C(C2(C)C)(CC1OC(=O)C(C(C5=CC=CC=C5)NC(=O)OC(C)(C)C)O)O)OC(=O)C6=CC=CC=C6)(CO4)OC(=O)C)O)C)O. Cell line: PC-3. Synergy scores: CSS=13.6, Synergy_ZIP=-12.1, Synergy_Bliss=-7.09, Synergy_Loewe=-7.58, Synergy_HSA=-5.32.